From a dataset of Forward reaction prediction with 1.9M reactions from USPTO patents (1976-2016). Predict the product of the given reaction. (1) The product is: [CH2:33]([O:32][P:31]1(=[O:35])[CH:30]=[C:29]([C:26]2[CH:25]=[CH:24][C:23]([Cl:22])=[CH:28][CH:27]=2)[CH:11]=[C:6]([CH2:7][CH2:8][CH2:9][CH3:10])[O:36]1)[CH3:34]. Given the reactants CC(P(C(C)(C)C)[C:6]1[C:11]([C:6]2[CH:11]=[CH:10][CH:9]=[CH:8][CH:7]=2)=[CH:10][CH:9]=[CH:8][CH:7]=1)(C)C.[Cl:22][C:23]1[CH:28]=[CH:27][C:26]([C:29]#[C:30][P:31](=[O:36])([OH:35])[O:32][CH2:33][CH3:34])=[CH:25][CH:24]=1.C#CCCCC, predict the reaction product. (2) Given the reactants [CH3:1][CH2:2][C:3]([C:6]([O:8][C@@H:9]1[C@@H:14]2[C@@H:15]([CH2:20][CH2:21][C@H:22]3[O:28][C:26](=[O:27])[CH2:25][C@H:24]([OH:29])[CH2:23]3)[C@@H:16]([CH3:19])[CH:17]=[CH:18][C:13]2=[CH:12][C@H:11]([CH3:30])[CH2:10]1)=[O:7])([CH3:5])[CH3:4].C([NH-])CCC.[OH-].[Na+], predict the reaction product. The product is: [CH3:1][CH2:2][C:3]([C:6]([O:8][C@@H:9]1[C@@H:14]2[C@@H:15]([CH2:20][CH2:21][C@H:22]3[O:28][C:26](=[O:27])[CH2:25][C@H:24]([OH:29])[CH2:23]3)[C@@H:16]([CH3:19])[CH:17]=[CH:18][C:13]2=[CH:12][C@H:11]([CH3:30])[CH2:10]1)=[O:7])([CH3:5])[CH3:4]. (3) Given the reactants [Cl:1][C:2]1[CH:22]=[CH:21][C:5]([O:6][CH2:7][CH2:8][CH2:9][O:10][NH:11][C:12]([NH:14][C:15]([NH:17][CH:18]([CH3:20])[CH3:19])=[NH:16])=[NH:13])=[CH:4][CH:3]=1.[C:23]([OH:30])(=[O:29])[CH2:24][CH2:25][C:26]([OH:28])=[O:27].O, predict the reaction product. The product is: [C:23]([OH:30])(=[O:29])[CH2:24][CH2:25][C:26]([OH:28])=[O:27].[Cl:1][C:2]1[CH:3]=[CH:4][C:5]([O:6][CH2:7][CH2:8][CH2:9][O:10][NH:11][C:12]([NH:14][C:15]([NH:17][CH:18]([CH3:19])[CH3:20])=[NH:16])=[NH:13])=[CH:21][CH:22]=1.[Cl:1][C:2]1[CH:3]=[CH:4][C:5]([O:6][CH2:7][CH2:8][CH2:9][O:10][NH:11][C:12]([NH:14][C:15]([NH:17][CH:18]([CH3:19])[CH3:20])=[NH:16])=[NH:13])=[CH:21][CH:22]=1.